Dataset: Experimentally validated miRNA-target interactions with 360,000+ pairs, plus equal number of negative samples. Task: Binary Classification. Given a miRNA mature sequence and a target amino acid sequence, predict their likelihood of interaction. (1) The miRNA is hsa-miR-548x-5p with sequence UGCAAAAGUAAUUGCAGUUUUUG. The protein sequence of the target gene is MVARRRKCAARDPEDRIPSPLGYAAIPIKFSEKQQASHYLYVRAHGVRQGTKSTWPQKRTLFVLNVPPYCTEESLSRLLSTCGLVQSVELQEKPDLAESPKESRSKFFHPKPVPGFQVAYVVFQKPSGVSAALALKGPLLVSTESHPVKSGIHKWISDYADSVPDPEALRVEVDTFMEAYDQKIAEEEAKAKEEEGVPDEEGWVKVTRRGRRPVLPRTEAASLRVLERERRKRSRKELLNFYAWQHRESKMEHLAQLRKKFEEDKQRIELLRAQRKFRPY. Result: 0 (no interaction). (2) The miRNA is hsa-miR-339-3p with sequence UGAGCGCCUCGACGACAGAGCCG. The protein sequence of the target gene is MPCRREEEEEAGDEAEGEEDDDSFLLLQQSVTLGGSTDVDRLIVQIGETLQLDTAHDRPASPCAAPGPPPAPPRVLAALSADKTGTPARRLLRPTGSAETGDPAPPGAVRCVLGERGRVRGRSAPYCVAEIAPGASALPGPGRRGWLPGSVASHRIQQRRWTAGGARAADDDPHRLLQQLVLSGNLIKEAVRRLQRAVAAVAATSPASAPGSGGGRSGPDSVTLQPSGAWL. Result: 0 (no interaction). (3) The miRNA is mmu-miR-292a-5p with sequence ACUCAAACUGGGGGCUCUUUUG. The protein sequence of the target gene is MAEVKVEVASIDWQKRCLSLETQLFRFRLQASKIRELLADKMQELEQRLLEAEQRAENAETQVGVMEEKIKLSNLKSVDSTGTLHQKYQELLRAVQGKDELISQLQAQLEKQKQTRAEEAKIVQEKAAKIKEWVTVKLAELEMENQQLKTCNQQLVEQVAALQDALEDLRMTPSEELLVVPEGTPERDPVPSGPSDQPVEQDSNPHTQILKVAVPTPSLGTLQSRDSLSEARSLEDLRFSMVHPGETAEAKTLQSHLQKEGSPSQLCMKPGNPKHGSASYRESLVTAQGGTFPGTKTSAR.... Result: 1 (interaction). (4) The protein sequence of the target gene is MSLLKMRRHAIHSSDSTSSSSSEDDCFERRTKRNRNRAINRCLPLNFRKDEIRGIYKDRMKIGASLADVDPMQLDTSVRFDSVGGLSSHIAALKEMVVFPLLYPEVFEKFKIQPPRGCLFYGPPGTGKTLVARALANECSRGDKRVAFFMRKGADCLSKWVGESERQLRLLFDQAYQMRPAIIFFDEIDGLAPVRSSRQDQIHSSIVSTLLALMDGLDSRGEIVVIGATNRLDSIDPALRRPGRFDREFLFSLPDKNARKEILKIHTRDWNPKPVDMFLEELAEHCVGYCGADIKSICAE.... The miRNA is hsa-miR-4677-3p with sequence UCUGUGAGACCAAAGAACUACU. Result: 0 (no interaction). (5) The miRNA is hsa-miR-567 with sequence AGUAUGUUCUUCCAGGACAGAAC. The protein sequence of the target gene is MAAQALALLREVARLEAPLEELRALHSVLQAVPLNELRQQAAELRLGPLFSLLNENHREKTTLCVSILERLLQAMEPVHVARNLRVDLQRGLIHPDDSVKILTLSQIGRIVENSDAVTEILNNAELLKQIVYCIGGENLSVAKAAIKSLSRISLTQAGLEALFESNLLDDLKSVMKTNDIVRYRVYELIIEISSVSPESLNYCTTSGLVTQLLRELTGEDVLVRATCIEMVTSLAYTHHGRQYLAQEGVIDQISNIIVGADSDPFSSFYLPGFVKFFGNLAVMDSPQQICERYPIFVEKV.... Result: 0 (no interaction). (6) The miRNA is hsa-miR-1206 with sequence UGUUCAUGUAGAUGUUUAAGC. The protein sequence of the target gene is MEELDGEPTVTLIPGVNSKKNQMYFDWGPGEMLVCETSFNKKEKSEMVPSCPFIYIIRKDVDVYSQILRKLFNESHGIFLGLQRIDEELTGKSRKSQLVRVSKNYRSVIRACMEEMHQVAIAAKDPANGRQFSSQVSILSAMELIWNLCEILFIEVAPAGPLLLHLLDWVRLHVCEVDSLSADVLGSENPSKHDSFWNLVTILVLQGRLDEARQMLSKEADASPASAGICRIMGDLMRTMPILSPGNTQTLTELELKWQHWHEECERYLQDSTFATSPHLESLLKIMLGDEAALLEQKEL.... Result: 0 (no interaction).